From a dataset of TCR-epitope binding with 47,182 pairs between 192 epitopes and 23,139 TCRs. Binary Classification. Given a T-cell receptor sequence (or CDR3 region) and an epitope sequence, predict whether binding occurs between them. (1) The epitope is RLRAEAQVK. The TCR CDR3 sequence is CAISEPQLSYTDTQYF. Result: 1 (the TCR binds to the epitope). (2) The epitope is IPSINVHHY. The TCR CDR3 sequence is CASSHTGAEAFF. Result: 1 (the TCR binds to the epitope). (3) The epitope is SEPVLKGVKL. The TCR CDR3 sequence is CASSLLAGMKQYF. Result: 0 (the TCR does not bind to the epitope). (4) The epitope is IIKDYGKQM. The TCR CDR3 sequence is CSVEGWTGADNEQFF. Result: 0 (the TCR does not bind to the epitope).